This data is from Reaction yield outcomes from USPTO patents with 853,638 reactions. The task is: Predict the reaction yield, written as a fraction of the theoretical maximum amount of product (1.0 means a 100% yield; for example, 0.34 means a 34% yield). (1) The reactants are CC(OI1(OC(C)=O)(OC(C)=O)OC(=O)C2C1=CC=CC=2)=O.[OH:23][CH2:24][CH2:25][C:26]1[CH:27]=[C:28]([N:32]2[CH2:36][CH2:35][O:34][C:33]2=[O:37])[CH:29]=[CH:30][CH:31]=1. The catalyst is ClCCl. The product is [O:37]=[C:33]1[N:32]([C:28]2[CH:27]=[C:26]([CH2:25][CH:24]=[O:23])[CH:31]=[CH:30][CH:29]=2)[CH2:36][CH2:35][O:34]1. The yield is 0.890. (2) The reactants are [C:1]([C:4]1[N:9]=[C:8]([C:10]2[CH:15]=[CH:14][C:13](B(O)O)=[CH:12][CH:11]=2)[C:7]([CH3:19])=[N:6][C:5]=1[CH3:20])(=[O:3])[NH2:2].[Cl:21][C:22]1[CH:27]=[C:26](OS(C(F)(F)F)(=O)=O)[C:25]([Cl:36])=[CH:24][C:23]=1[CH2:37][C:38]([O:40][CH3:41])=[O:39].C(=O)([O-])[O-].[Na+].[Na+].[Cl-].[Li+]. The catalyst is COCCOC.C1C=CC([P]([Pd]([P](C2C=CC=CC=2)(C2C=CC=CC=2)C2C=CC=CC=2)([P](C2C=CC=CC=2)(C2C=CC=CC=2)C2C=CC=CC=2)[P](C2C=CC=CC=2)(C2C=CC=CC=2)C2C=CC=CC=2)(C2C=CC=CC=2)C2C=CC=CC=2)=CC=1. The product is [C:1]([C:4]1[N:9]=[C:8]([C:10]2[CH:15]=[CH:14][C:13]([C:26]3[CH:27]=[C:22]([Cl:21])[C:23]([CH2:37][C:38]([O:40][CH3:41])=[O:39])=[CH:24][C:25]=3[Cl:36])=[CH:12][CH:11]=2)[C:7]([CH3:19])=[N:6][C:5]=1[CH3:20])(=[O:3])[NH2:2]. The yield is 0.326. (3) The reactants are C([O:8][C:9]1[C:13]([O:14]CC2C=CC=CC=2)=[C:12]([C:22]([N:24]2[CH2:29][CH2:28][N:27]([CH3:30])[CH2:26][CH2:25]2)=[O:23])[N:11]([C:31]2[CH:36]=[CH:35][C:34]([O:37][CH3:38])=[CH:33][CH:32]=2)[C:10]=1[C:39]([N:41]1[CH2:46][CH2:45][N:44]([CH3:47])[CH2:43][CH2:42]1)=[O:40])C1C=CC=CC=1.[H][H]. The catalyst is CO.[Pd]. The product is [OH:8][C:9]1[C:13]([OH:14])=[C:12]([C:22]([N:24]2[CH2:25][CH2:26][N:27]([CH3:30])[CH2:28][CH2:29]2)=[O:23])[N:11]([C:31]2[CH:32]=[CH:33][C:34]([O:37][CH3:38])=[CH:35][CH:36]=2)[C:10]=1[C:39]([N:41]1[CH2:46][CH2:45][N:44]([CH3:47])[CH2:43][CH2:42]1)=[O:40]. The yield is 0.960. (4) The reactants are [OH:1][CH2:2][C:3]1[CH:30]=[C:6]2[CH2:7][N:8]([C:12]([O:14][CH2:15][C:16]3[CH:21]=[C:20]([C:22]([F:25])([F:24])[F:23])[CH:19]=[C:18]([C:26]([F:29])([F:28])[F:27])[CH:17]=3)=[O:13])[CH2:9][CH2:10][CH2:11][N:5]2[N:4]=1. The catalyst is CC(=O)OCC. The product is [CH:2]([C:3]1[CH:30]=[C:6]2[CH2:7][N:8]([C:12]([O:14][CH2:15][C:16]3[CH:17]=[C:18]([C:26]([F:28])([F:29])[F:27])[CH:19]=[C:20]([C:22]([F:25])([F:24])[F:23])[CH:21]=3)=[O:13])[CH2:9][CH2:10][CH2:11][N:5]2[N:4]=1)=[O:1]. The yield is 0.900. (5) The reactants are [CH2:1]([C@@:4]1([C:20]2[CH:25]=[CH:24][CH:23]=[CH:22][CH:21]=2)[O:9][C:8](=[O:10])[N:7]([C@H:11]([C:13]2[CH:18]=[CH:17][C:16](Br)=[CH:15][CH:14]=2)[CH3:12])[CH2:6][CH2:5]1)[CH:2]=[CH2:3].[NH2:26][C:27]1[N:32]=[CH:31][C:30](B(O)O)=[CH:29][CH:28]=1.C([O-])([O-])=O.[Cs+].[Cs+]. The catalyst is O1CCOCC1.Cl[Pd](Cl)([P](C1C=CC=CC=1)(C1C=CC=CC=1)C1C=CC=CC=1)[P](C1C=CC=CC=1)(C1C=CC=CC=1)C1C=CC=CC=1. The product is [CH2:1]([C@@:4]1([C:20]2[CH:25]=[CH:24][CH:23]=[CH:22][CH:21]=2)[O:9][C:8](=[O:10])[N:7]([C@H:11]([C:13]2[CH:18]=[CH:17][C:16]([C:30]3[CH:31]=[N:32][C:27]([NH2:26])=[CH:28][CH:29]=3)=[CH:15][CH:14]=2)[CH3:12])[CH2:6][CH2:5]1)[CH:2]=[CH2:3]. The yield is 0.600. (6) The reactants are [Cl:1][C:2]1[C:3]([C:35]([NH2:37])=[O:36])=[CH:4][C:5]2[N:9]=[C:8]([CH2:10][CH3:11])[N:7]([C:12]3[CH:17]=[CH:16][C:15]([CH2:18][CH2:19][NH:20][C:21]([NH:23][S:24]([C:27]4[CH:32]=[CH:31][C:30]([CH3:33])=[CH:29][CH:28]=4)(=[O:26])=[O:25])=[O:22])=[CH:14][CH:13]=3)[C:6]=2[CH:34]=1.[CH2:38](N(CC)CC)C.CS(Cl)(=O)=O.O. The catalyst is ClCCl. The product is [Cl:1][C:2]1[C:3]([C:35]([NH2:37])=[O:36])=[CH:4][C:5]2[N:9]=[C:8]([CH2:10][CH3:11])[N:7]([C:12]3[CH:13]=[CH:14][C:15]([CH2:18][CH2:19][N:20]([CH3:38])[C:21]([NH:23][S:24]([C:27]4[CH:32]=[CH:31][C:30]([CH3:33])=[CH:29][CH:28]=4)(=[O:26])=[O:25])=[O:22])=[CH:16][CH:17]=3)[C:6]=2[CH:34]=1. The yield is 0.500. (7) The reactants are [NH2:1][C:2]1[CH:3]=[CH:4][CH:5]=[C:6]2[C:11]=1[NH:10][CH2:9][CH2:8][CH2:7]2.[C:12](O[C:12]([O:14][C:15]([CH3:18])([CH3:17])[CH3:16])=[O:13])([O:14][C:15]([CH3:18])([CH3:17])[CH3:16])=[O:13]. The catalyst is C1COCC1.O.C(OCC)(=O)C. The product is [C:15]([O:14][C:12]([NH:1][C:2]1[CH:3]=[CH:4][CH:5]=[C:6]2[C:11]=1[NH:10][CH2:9][CH2:8][CH2:7]2)=[O:13])([CH3:18])([CH3:17])[CH3:16]. The yield is 0.730.